From a dataset of Full USPTO retrosynthesis dataset with 1.9M reactions from patents (1976-2016). Predict the reactants needed to synthesize the given product. (1) Given the product [C:15]([O:4][CH2:3][C@@H:2]([C:5]([OH:7])=[O:6])[NH2:1])(=[O:19])[CH2:16][CH2:17][CH3:18], predict the reactants needed to synthesize it. The reactants are: [NH2:1][C@H:2]([C:5]([OH:7])=[O:6])[CH2:3][OH:4].FC(F)(F)C(O)=O.[C:15](Cl)(=[O:19])[CH2:16][CH2:17][CH3:18]. (2) Given the product [N:28]1([CH2:27][CH2:26][O:25][C:22]2[CH:21]=[CH:20][C:19]([NH:18][C:16]3[S:17][C:13]([C:10]4[CH:9]=[CH:8][C:7]([OH:6])=[CH:12][CH:11]=4)=[CH:14][N:15]=3)=[CH:24][CH:23]=2)[CH2:29][CH2:30][CH2:31][CH2:32]1, predict the reactants needed to synthesize it. The reactants are: B(Br)(Br)Br.C[O:6][C:7]1[CH:12]=[CH:11][C:10]([C:13]2[S:17][C:16]([NH:18][C:19]3[CH:24]=[CH:23][C:22]([O:25][CH2:26][CH2:27][N:28]4[CH2:32][CH2:31][CH2:30][CH2:29]4)=[CH:21][CH:20]=3)=[N:15][CH:14]=2)=[CH:9][CH:8]=1. (3) Given the product [CH:2](/[O:16][C:11]1[CH:12]=[CH:13][CH:14]=[CH:15][C:10]=1[NH:9][C:6](=[O:8])[CH3:7])=[CH:3]\[CH3:4], predict the reactants needed to synthesize it. The reactants are: Cl[CH2:2][CH:3]=[CH:4]C.[C:6]([NH:9][C:10]1[CH:15]=[CH:14][CH:13]=[CH:12][C:11]=1[OH:16])(=[O:8])[CH3:7].C(=O)([O-])[O-].[K+].[K+]. (4) Given the product [N+:11]([C:14]1[CH:15]=[C:16]([C:20]2[N:21]=[CH:22][N:23]([C:1]([O:2][C:3]3[CH:8]=[CH:7][CH:6]=[CH:5][CH:4]=3)=[O:9])[CH:24]=2)[CH:17]=[CH:18][CH:19]=1)([O-:13])=[O:12], predict the reactants needed to synthesize it. The reactants are: [C:1](Cl)(=[O:9])[O:2][C:3]1[CH:8]=[CH:7][CH:6]=[CH:5][CH:4]=1.[N+:11]([C:14]1[CH:15]=[C:16]([C:20]2[N:21]=[CH:22][NH:23][CH:24]=2)[CH:17]=[CH:18][CH:19]=1)([O-:13])=[O:12].N1C=CC=CC=1.O.